Dataset: NCI-60 drug combinations with 297,098 pairs across 59 cell lines. Task: Regression. Given two drug SMILES strings and cell line genomic features, predict the synergy score measuring deviation from expected non-interaction effect. (1) Cell line: MDA-MB-435. Synergy scores: CSS=-6.33, Synergy_ZIP=-0.378, Synergy_Bliss=-5.86, Synergy_Loewe=-8.27, Synergy_HSA=-7.79. Drug 1: CC1=C(C=C(C=C1)C(=O)NC2=CC(=CC(=C2)C(F)(F)F)N3C=C(N=C3)C)NC4=NC=CC(=N4)C5=CN=CC=C5. Drug 2: C1CN(P(=O)(OC1)NCCCl)CCCl. (2) Drug 1: CNC(=O)C1=CC=CC=C1SC2=CC3=C(C=C2)C(=NN3)C=CC4=CC=CC=N4. Drug 2: COC1=C(C=C2C(=C1)N=CN=C2NC3=CC(=C(C=C3)F)Cl)OCCCN4CCOCC4. Cell line: NCI-H322M. Synergy scores: CSS=47.2, Synergy_ZIP=3.60, Synergy_Bliss=4.43, Synergy_Loewe=-2.23, Synergy_HSA=4.14. (3) Drug 1: C1=CC=C(C=C1)NC(=O)CCCCCCC(=O)NO. Drug 2: CNC(=O)C1=NC=CC(=C1)OC2=CC=C(C=C2)NC(=O)NC3=CC(=C(C=C3)Cl)C(F)(F)F. Cell line: UACC-257. Synergy scores: CSS=22.5, Synergy_ZIP=-4.94, Synergy_Bliss=-1.12, Synergy_Loewe=-47.2, Synergy_HSA=-1.96. (4) Drug 1: C1=NC(=NC(=O)N1C2C(C(C(O2)CO)O)O)N. Drug 2: C1CN(CCN1C(=O)CCBr)C(=O)CCBr. Cell line: NCI-H460. Synergy scores: CSS=79.2, Synergy_ZIP=3.19, Synergy_Bliss=3.17, Synergy_Loewe=-6.32, Synergy_HSA=6.30. (5) Drug 1: C1=NC2=C(N1)C(=S)N=C(N2)N. Drug 2: COC1=C2C(=CC3=C1OC=C3)C=CC(=O)O2. Cell line: NCI-H226. Synergy scores: CSS=9.57, Synergy_ZIP=-4.35, Synergy_Bliss=0.421, Synergy_Loewe=-12.5, Synergy_HSA=-2.34. (6) Drug 1: CN1CCC(CC1)COC2=C(C=C3C(=C2)N=CN=C3NC4=C(C=C(C=C4)Br)F)OC. Drug 2: C1=CC(=C2C(=C1NCCNCCO)C(=O)C3=C(C=CC(=C3C2=O)O)O)NCCNCCO. Cell line: SR. Synergy scores: CSS=80.5, Synergy_ZIP=8.43, Synergy_Bliss=7.79, Synergy_Loewe=-19.5, Synergy_HSA=7.83. (7) Drug 1: CC1OCC2C(O1)C(C(C(O2)OC3C4COC(=O)C4C(C5=CC6=C(C=C35)OCO6)C7=CC(=C(C(=C7)OC)O)OC)O)O. Drug 2: CCN(CC)CCNC(=O)C1=C(NC(=C1C)C=C2C3=C(C=CC(=C3)F)NC2=O)C. Cell line: HT29. Synergy scores: CSS=59.5, Synergy_ZIP=6.08, Synergy_Bliss=6.16, Synergy_Loewe=5.45, Synergy_HSA=11.3. (8) Drug 1: CN(C)C1=NC(=NC(=N1)N(C)C)N(C)C. Drug 2: CC1C(C(CC(O1)OC2CC(OC(C2O)C)OC3=CC4=CC5=C(C(=O)C(C(C5)C(C(=O)C(C(C)O)O)OC)OC6CC(C(C(O6)C)O)OC7CC(C(C(O7)C)O)OC8CC(C(C(O8)C)O)(C)O)C(=C4C(=C3C)O)O)O)O. Cell line: SR. Synergy scores: CSS=9.04, Synergy_ZIP=10.5, Synergy_Bliss=9.25, Synergy_Loewe=10.4, Synergy_HSA=10.8.